From a dataset of Catalyst prediction with 721,799 reactions and 888 catalyst types from USPTO. Predict which catalyst facilitates the given reaction. (1) Reactant: C([N:8]1[CH2:21][CH2:20][C:19]2[C:18]3[C:13](=[CH:14][CH:15]=[C:16]4[O:25][C:24]([CH3:27])([CH3:26])[CH:23]=[CH:22][C:17]4=3)[NH:12][C:11]=2[CH2:10][CH2:9]1)C1C=CC=CC=1.[ClH:28]. Product: [ClH:28].[CH3:26][C:24]1([CH3:27])[O:25][C:16]2[C:17](=[C:18]3[C:13](=[CH:14][CH:15]=2)[NH:12][C:11]2[CH2:10][CH2:9][NH:8][CH2:21][CH2:20][C:19]3=2)[CH2:22][CH2:23]1. The catalyst class is: 29. (2) Reactant: [C:1]([O:5][CH2:6][CH3:7])(=[O:4])[CH:2]=[CH2:3].[Cl:8][C:9]1[CH:10]=[C:11]([C:19]2[O:23][N:22]=[C:21]([C:24]3[CH:29]=[N:28][CH:27]=[C:26]4[NH:30][CH:31]=[CH:32][C:25]=34)[N:20]=2)[CH:12]=[N:13][C:14]=1[O:15][CH:16]([CH3:18])[CH3:17].N12CCCN=C1CCCCC2. Product: [Cl:8][C:9]1[CH:10]=[C:11]([C:19]2[O:23][N:22]=[C:21]([C:24]3[CH:29]=[N:28][CH:27]=[C:26]4[N:30]([CH2:3][CH2:2][C:1]([O:5][CH2:6][CH3:7])=[O:4])[CH:31]=[CH:32][C:25]=34)[N:20]=2)[CH:12]=[N:13][C:14]=1[O:15][CH:16]([CH3:18])[CH3:17]. The catalyst class is: 10. (3) Reactant: [N+:1]([C:4]1[CH:9]=[C:8]([C:10]2[CH:11]=[N:12][CH:13]=[CH:14][CH:15]=2)[CH:7]=[CH:6][C:5]=1[OH:16])([O-])=O.C(O)(=O)C. Product: [NH2:1][C:4]1[CH:9]=[C:8]([C:10]2[CH:11]=[N:12][CH:13]=[CH:14][CH:15]=2)[CH:7]=[CH:6][C:5]=1[OH:16]. The catalyst class is: 19. (4) Reactant: [CH3:1][C:2]([O:5][C:6]([N:8]1[CH2:14][CH2:13][C:12]2[CH:15]=[CH:16][C:17]([CH2:19][C:20]3[N:25]=[CH:24][C:23]([C:26](O)=[O:27])=[CH:22][CH:21]=3)=[CH:18][C:11]=2[CH2:10][CH2:9]1)=[O:7])([CH3:4])[CH3:3].[CH:29]1([N:35]=C=NC2CCCCC2)CCCCC1.ON1C2C=CC=CC=2N=N1.CN. Product: [CH3:29][NH:35][C:26]([C:23]1[CH:22]=[CH:21][C:20]([CH2:19][C:17]2[CH:16]=[CH:15][C:12]3[CH2:13][CH2:14][N:8]([C:6]([O:5][C:2]([CH3:3])([CH3:4])[CH3:1])=[O:7])[CH2:9][CH2:10][C:11]=3[CH:18]=2)=[N:25][CH:24]=1)=[O:27]. The catalyst class is: 9. (5) Reactant: [CH3:1][N:2]([CH:27]([CH3:29])[CH3:28])[C:3]1[C:4]([C:17]2[CH:18]=[C:19]3[C:23](=[CH:24][CH:25]=2)[NH:22][C:21]([CH3:26])=[CH:20]3)=[N:5][C:6]2[C:11]([N:12]=1)=[CH:10][C:9]([C:13]([O:15]C)=[O:14])=[CH:8][CH:7]=2.[OH-].[Na+]. Product: [CH3:1][N:2]([CH:27]([CH3:29])[CH3:28])[C:3]1[C:4]([C:17]2[CH:18]=[C:19]3[C:23](=[CH:24][CH:25]=2)[NH:22][C:21]([CH3:26])=[CH:20]3)=[N:5][C:6]2[C:11]([N:12]=1)=[CH:10][C:9]([C:13]([OH:15])=[O:14])=[CH:8][CH:7]=2. The catalyst class is: 24. (6) Reactant: [NH2:1][C:2]1[CH:7]=[CH:6][C:5]([C:8]2[N:13]=[C:12]3[NH:14][N:15]=[C:16]([NH2:17])[C:11]3=[CH:10][CH:9]=2)=[CH:4][CH:3]=1.C(N(CC)CC)C.[F:25][C:26]1[CH:31]=[CH:30][C:29]([C:32]([F:35])([F:34])[F:33])=[CH:28][C:27]=1[N:36]=[C:37]=[O:38]. Product: [NH2:17][C:16]1[C:11]2[C:12](=[N:13][C:8]([C:5]3[CH:4]=[CH:3][C:2]([NH:1][C:37]([NH:36][C:27]4[CH:28]=[C:29]([C:32]([F:33])([F:35])[F:34])[CH:30]=[CH:31][C:26]=4[F:25])=[O:38])=[CH:7][CH:6]=3)=[CH:9][CH:10]=2)[NH:14][N:15]=1. The catalyst class is: 1.